Dataset: Full USPTO retrosynthesis dataset with 1.9M reactions from patents (1976-2016). Task: Predict the reactants needed to synthesize the given product. (1) The reactants are: [F:1][C:2]([F:24])([F:23])[C:3]1[CH:4]=[C:5]([C:13]2[N:17]=[CH:16][N:15](/[CH:18]=[CH:19]\[C:20](O)=[O:21])[N:14]=2)[CH:6]=[C:7]([C:9]([F:12])([F:11])[F:10])[CH:8]=1.[NH:25]([C:27]1[CH:28]=[N:29][CH:30]=[CH:31][CH:32]=1)[NH2:26].C(P1(=O)OP(CCC)(=O)OP(CCC)(=O)O1)CC.CCN(C(C)C)C(C)C. Given the product [F:24][C:2]([F:23])([F:1])[C:3]1[CH:4]=[C:5]([C:13]2[N:17]=[CH:16][N:15](/[CH:18]=[CH:19]\[C:20]([NH:26][NH:25][C:27]3[CH:28]=[N:29][CH:30]=[CH:31][CH:32]=3)=[O:21])[N:14]=2)[CH:6]=[C:7]([C:9]([F:12])([F:10])[F:11])[CH:8]=1, predict the reactants needed to synthesize it. (2) The reactants are: [CH2:1]([C@:4]1([C:15]([O:17]C)=[O:16])[CH2:13][CH2:12][C:11]2[C:6](=[CH:7][C:8]([OH:14])=[CH:9][CH:10]=2)[O:5]1)[CH2:2][CH3:3].[CH2:19]([C:22]1[CH:27]=[C:26]([O:28][C:29]2[CH:34]=[CH:33][C:32]([CH2:35][CH:36]([CH3:38])[CH3:37])=[CH:31][CH:30]=2)[CH:25]=[CH:24][C:23]=1[OH:39])[CH2:20][CH3:21].Cl[C:41]1[CH:46]=C(OC2C=CC=CC=2)C=C[C:42]=1O. Given the product [CH2:19]([C:22]1[CH:27]=[C:26]([O:28][C:29]2[CH:30]=[CH:31][C:32]([CH2:35][CH:36]([CH3:38])[CH3:37])=[CH:33][CH:34]=2)[CH:25]=[CH:24][C:23]=1[O:39][CH2:42][CH2:41][CH2:46][O:14][C:8]1[CH:7]=[C:6]2[C:11]([CH2:12][CH2:13][C@:4]([CH2:1][CH2:2][CH3:3])([C:15]([OH:17])=[O:16])[O:5]2)=[CH:10][CH:9]=1)[CH2:20][CH3:21], predict the reactants needed to synthesize it. (3) Given the product [C:35]([O:34][C:32]([NH:31][C@H:28]1[CH2:27][CH2:26][C@H:25]([CH:6]2[CH2:5][C:18]3[C:17]4[C:12](=[CH:13][CH:14]=[C:15]([O:19][CH3:20])[CH:16]=4)[N:11]=[CH:10][C:9]=3[O:8][CH:7]2[O:21][C:22](=[O:24])[CH3:23])[CH2:30][CH2:29]1)=[O:33])([CH3:38])([CH3:36])[CH3:37], predict the reactants needed to synthesize it. The reactants are: C(O[CH:5]1[C:18]2[C:17]3[C:12](=[CH:13][CH:14]=[C:15]([O:19][CH3:20])[CH:16]=3)[N:11]=[CH:10][C:9]=2[O:8][CH:7]([O:21][C:22](=[O:24])[CH3:23])[CH:6]1[C@H:25]1[CH2:30][CH2:29][C@H:28]([NH:31][C:32]([O:34][C:35]([CH3:38])([CH3:37])[CH3:36])=[O:33])[CH2:27][CH2:26]1)(=O)C. (4) The reactants are: FC1C=C(C2CCNCC2)C(C)=CC=1[NH:15][C:16]1[N:21]=[C:20]([NH:22][C:23]2[CH:27]=[C:26]([CH3:28])[NH:25][N:24]=2)[C:19]([C:29]([F:32])([F:31])[F:30])=[CH:18][N:17]=1.BrCC1CC1(F)F.C(N(CC)CC)C. Given the product [CH3:28][C:26]1[NH:25][N:24]=[C:23]([NH:22][C:20]2[C:19]([C:29]([F:32])([F:31])[F:30])=[CH:18][N:17]=[C:16]([NH2:15])[N:21]=2)[CH:27]=1, predict the reactants needed to synthesize it.